Dataset: TCR-epitope binding with 47,182 pairs between 192 epitopes and 23,139 TCRs. Task: Binary Classification. Given a T-cell receptor sequence (or CDR3 region) and an epitope sequence, predict whether binding occurs between them. (1) The epitope is KLGGALQAK. The TCR CDR3 sequence is CASSLFGSGELFF. Result: 0 (the TCR does not bind to the epitope). (2) The epitope is TPQDLNTML. The TCR CDR3 sequence is CASSQDRSGRMPLHF. Result: 0 (the TCR does not bind to the epitope).